This data is from Reaction yield outcomes from USPTO patents with 853,638 reactions. The task is: Predict the reaction yield, written as a fraction of the theoretical maximum amount of product (1.0 means a 100% yield; for example, 0.34 means a 34% yield). (1) The reactants are [C:1]([O:4][C@@H:5]1[C@@H:20]([O:21][C:22](=[O:24])[CH3:23])[C@@H:19]([O:25][C:26](=[O:28])[CH3:27])[C@@H:18]([CH2:29][O:30][C:31](=[O:33])[CH3:32])[O:17][C@H:6]1[O:7][CH2:8][CH2:9][O:10][CH2:11][CH2:12][O:13][CH2:14][CH2:15]Cl)(=[O:3])[CH3:2].[N-:34]=[N+:35]=[N-:36].[Na+]. The catalyst is [N+](CCCC)(CCCC)(CCCC)CCCC.[I-].CN(C=O)C.CCOC(C)=O. The product is [C:1]([O:4][C@@H:5]1[C@@H:20]([O:21][C:22](=[O:24])[CH3:23])[C@@H:19]([O:25][C:26](=[O:28])[CH3:27])[C@@H:18]([CH2:29][O:30][C:31](=[O:33])[CH3:32])[O:17][C@H:6]1[O:7][CH2:8][CH2:9][O:10][CH2:11][CH2:12][O:13][CH2:14][CH2:15][N:34]=[N+:35]=[N-:36])(=[O:3])[CH3:2]. The yield is 0.850. (2) The reactants are [CH3:1][NH2:2].[F:3][C:4]1[CH:14]=[C:13]([Cl:15])[C:12]([F:16])=[CH:11][C:5]=1[C:6](OCC)=[O:7]. The catalyst is C1COCC1.O. The product is [CH3:1][NH:2][C:6](=[O:7])[C:5]1[CH:11]=[C:12]([F:16])[C:13]([Cl:15])=[CH:14][C:4]=1[F:3]. The yield is 0.924. (3) The reactants are I[C:2]1[C:3]2[CH:10]=[CH:9][N:8]([CH2:11][O:12][CH2:13][CH2:14][Si:15]([CH3:18])([CH3:17])[CH3:16])[C:4]=2[N:5]=[CH:6][N:7]=1.[F-].[K+].CS(C)=O.[F:25][C:26]([F:36])([Si](C)(C)C)[C:27]([O:29][CH2:30][CH3:31])=[O:28]. The catalyst is O.CCOC(C)=O.[Cu]I. The product is [F:25][C:26]([F:36])([C:2]1[C:3]2[CH:10]=[CH:9][N:8]([CH2:11][O:12][CH2:13][CH2:14][Si:15]([CH3:18])([CH3:17])[CH3:16])[C:4]=2[N:5]=[CH:6][N:7]=1)[C:27]([O:29][CH2:30][CH3:31])=[O:28]. The yield is 0.490. (4) The reactants are [Br:1][CH2:2][C:3]([C:5]1[CH:10]=[CH:9][CH:8]=[CH:7][CH:6]=1)=[O:4].[S:11]1[CH:15]=[C:14]([CH:16]([NH:28][C:29]2[CH:34]=[CH:33][CH:32]=[CH:31][C:30]=2[CH2:35][CH3:36])[C:17]([O:19][C@@H:20]2[CH:25]3[CH2:26][CH2:27][N:22]([CH2:23][CH2:24]3)[CH2:21]2)=[O:18])[C:13]2[CH:37]=[CH:38][CH:39]=[CH:40][C:12]1=2. The catalyst is CCOC(C)=O. The product is [Br-:1].[S:11]1[CH:15]=[C:14]([CH:16]([NH:28][C:29]2[CH:34]=[CH:33][CH:32]=[CH:31][C:30]=2[CH2:35][CH3:36])[C:17]([O:19][C@@H:20]2[CH:25]3[CH2:26][CH2:27][N+:22]([CH2:2][C:3](=[O:4])[C:5]4[CH:10]=[CH:9][CH:8]=[CH:7][CH:6]=4)([CH2:23][CH2:24]3)[CH2:21]2)=[O:18])[C:13]2[CH:37]=[CH:38][CH:39]=[CH:40][C:12]1=2. The yield is 0.352. (5) The product is [CH2:1]([NH:6][C:7]1[N:8]=[CH:9][NH:10][C:11]=1[C:12]1[NH:23][N:22]=[C:14]([C:15]2[CH:20]=[CH:19][CH:18]=[CH:17][CH:16]=2)[N:13]=1)[CH2:2][CH2:3][CH2:4][CH3:5]. The catalyst is C(O)CCC.O. The reactants are [CH2:1]([NH:6][C:7]1[N:8]=[CH:9][NH:10][C:11]=1[C:12]#[N:13])[CH2:2][CH2:3][CH2:4][CH3:5].[C:14]([NH:22][NH2:23])(=O)[C:15]1[CH:20]=[CH:19][CH:18]=[CH:17][CH:16]=1.C(=O)([O-])[O-].[K+].[K+]. The yield is 0.170. (6) The reactants are [NH2:1][CH2:2][CH2:3][C@@:4]1([C:17]2[CH:22]=[CH:21][C:20]([F:23])=[CH:19][CH:18]=2)[O:9][C:8](=[O:10])[N:7]([C@H:11]([C:13]([CH3:16])([CH3:15])[CH3:14])[CH3:12])[CH2:6][CH2:5]1.C(N(CC)CC)C.[CH3:31][S:32](Cl)(=[O:34])=[O:33]. The catalyst is C(Cl)Cl. The product is [CH3:15][C:13]([CH3:16])([CH3:14])[C@@H:11]([N:7]1[CH2:6][CH2:5][C@:4]([CH2:3][CH2:2][NH:1][S:32]([CH3:31])(=[O:34])=[O:33])([C:17]2[CH:22]=[CH:21][C:20]([F:23])=[CH:19][CH:18]=2)[O:9][C:8]1=[O:10])[CH3:12]. The yield is 0.670. (7) The reactants are Cl[C:2]1[N:7]=[C:6]([CH2:8][O:9][CH2:10][CH:11]2[CH2:14][C:13]([F:16])([F:15])[CH2:12]2)[CH:5]=[C:4]([C:17]([O:19][CH2:20][CH3:21])=[CH2:18])[N:3]=1.[CH3:22][O:23][C:24]1[CH:25]=[C:26]([CH:28]=[CH:29][C:30]=1[N:31]1[CH:35]=[C:34]([CH3:36])[N:33]=[CH:32]1)[NH2:27].C(=O)([O-])[O-].[Cs+].[Cs+].C1(C2C=CC=CC=2)C=CC=CC=1P(C1CCCCC1)C1CCCCC1. The catalyst is O1CCOCC1.C([O-])(=O)C.[Pd+2].C([O-])(=O)C. The product is [F:15][C:13]1([F:16])[CH2:14][CH:11]([CH2:10][O:9][CH2:8][C:6]2[CH:5]=[C:4]([C:17]([O:19][CH2:20][CH3:21])=[CH2:18])[N:3]=[C:2]([NH:27][C:26]3[CH:28]=[CH:29][C:30]([N:31]4[CH:35]=[C:34]([CH3:36])[N:33]=[CH:32]4)=[C:24]([O:23][CH3:22])[CH:25]=3)[N:7]=2)[CH2:12]1. The yield is 0.260. (8) The catalyst is O.O1CCCC1. The reactants are [C:1]([O:5][C:6]([N:8]([CH2:26][C:27]([O:29][C:30]([CH3:33])([CH3:32])[CH3:31])=[O:28])[C:9]1[CH:14]=[CH:13][CH:12]=[C:11]([CH2:15][NH:16][S:17]([C:20]2[CH:25]=[CH:24][CH:23]=[CH:22][N:21]=2)(=[O:19])=[O:18])[N:10]=1)=[O:7])([CH3:4])([CH3:3])[CH3:2].[F:34][C:35]1[CH:36]=[C:37]([CH:40]=[CH:41][C:42]=1[C:43]([CH3:49])([CH3:48])[CH2:44][CH2:45][CH2:46][CH3:47])[CH2:38]O.C(P(CCCC)CCCC)CCC.CN(C)C(N=NC(N(C)C)=O)=O. The product is [C:1]([O:5][C:6]([N:8]([CH2:26][C:27]([O:29][C:30]([CH3:33])([CH3:32])[CH3:31])=[O:28])[C:9]1[CH:14]=[CH:13][CH:12]=[C:11]([CH:15]([CH2:38][C:37]2[CH:40]=[CH:41][C:42]([C:43]([CH3:49])([CH3:48])[CH2:44][CH2:45][CH2:46][CH3:47])=[C:35]([F:34])[CH:36]=2)[NH:16][S:17]([C:20]2[CH:25]=[CH:24][CH:23]=[CH:22][N:21]=2)(=[O:19])=[O:18])[N:10]=1)=[O:7])([CH3:4])([CH3:3])[CH3:2]. The yield is 0.860.